Dataset: Full USPTO retrosynthesis dataset with 1.9M reactions from patents (1976-2016). Task: Predict the reactants needed to synthesize the given product. Given the product [Cl:1][C:2]1[N:3]=[CH:4][C:5]2[N:10]=[C:9]([C:11]3[CH:12]=[C:13]([CH3:20])[C:14]([OH:18])=[C:15]([CH3:17])[CH:16]=3)[O:8][C:6]=2[N:7]=1, predict the reactants needed to synthesize it. The reactants are: [Cl:1][C:2]1[N:3]=[CH:4][C:5]2[N:10]=[C:9]([C:11]3[CH:16]=[C:15]([CH3:17])[C:14]([O:18]C)=[C:13]([CH3:20])[CH:12]=3)[O:8][C:6]=2[N:7]=1.B(Br)(Br)Br.C(=O)(O)[O-].[Na+].